Dataset: Full USPTO retrosynthesis dataset with 1.9M reactions from patents (1976-2016). Task: Predict the reactants needed to synthesize the given product. (1) Given the product [N+:14]([C:17]1[CH:24]=[CH:23][C:20]([CH2:21][N:4]2[CH2:5][CH2:6][N:1]([C:7]([O:9][C:10]([CH3:13])([CH3:12])[CH3:11])=[O:8])[CH2:2][CH2:3]2)=[CH:19][CH:18]=1)([O-:16])=[O:15], predict the reactants needed to synthesize it. The reactants are: [N:1]1([C:7]([O:9][C:10]([CH3:13])([CH3:12])[CH3:11])=[O:8])[CH2:6][CH2:5][NH:4][CH2:3][CH2:2]1.[N+:14]([C:17]1[CH:24]=[CH:23][C:20]([CH2:21]Br)=[CH:19][CH:18]=1)([O-:16])=[O:15].C(=O)([O-])[O-].[K+].[K+]. (2) Given the product [CH3:19][O:18][C:16](=[O:17])[NH:4][C:3]1[CH:5]=[CH:6][CH:7]=[CH:8][C:2]=1[Br:1], predict the reactants needed to synthesize it. The reactants are: [Br:1][C:2]1[CH:8]=[CH:7][CH:6]=[CH:5][C:3]=1[NH2:4].N1C=CC=CC=1.Cl[C:16]([O:18][CH3:19])=[O:17].O. (3) Given the product [Br:8][C:6]1[CH:5]=[C:4]([NH:9][C:10]2[N:15]=[C:14]([C:16]([F:19])([F:18])[F:17])[CH:13]=[CH:12][N:11]=2)[CH:3]=[C:2]([B:23]2[O:24][C:25]([CH3:27])([CH3:26])[C:21]([CH3:37])([CH3:20])[O:22]2)[CH:7]=1, predict the reactants needed to synthesize it. The reactants are: Br[C:2]1[CH:3]=[C:4]([NH:9][C:10]2[N:15]=[C:14]([C:16]([F:19])([F:18])[F:17])[CH:13]=[CH:12][N:11]=2)[CH:5]=[C:6]([Br:8])[CH:7]=1.[CH3:20][C:21]1([CH3:37])[C:25]([CH3:27])([CH3:26])[O:24][B:23]([B:23]2[O:24][C:25]([CH3:27])([CH3:26])[C:21]([CH3:37])([CH3:20])[O:22]2)[O:22]1.CC([O-])=O.[K+]. (4) Given the product [CH3:1][N:2]1[C:10]2[C:5](=[CH:6][C:7]([O:11][CH2:13][CH2:14][CH2:15][O:16][C:17]3[CH:18]=[C:19]4[C:23](=[CH:24][CH:25]=3)[C@H:22]([CH2:26][C:27]([O:29][CH2:30][CH3:31])=[O:28])[CH2:21][CH2:20]4)=[CH:8][CH:9]=2)[CH:4]=[CH:3]1, predict the reactants needed to synthesize it. The reactants are: [CH3:1][N:2]1[C:10]2[C:5](=[CH:6][C:7]([OH:11])=[CH:8][CH:9]=2)[CH:4]=[CH:3]1.Br[CH2:13][CH2:14][CH2:15][O:16][C:17]1[CH:18]=[C:19]2[C:23](=[CH:24][CH:25]=1)[C@H:22]([CH2:26][C:27]([O:29][CH2:30][CH3:31])=[O:28])[CH2:21][CH2:20]2.C([O-])([O-])=O.[Cs+].[Cs+].